This data is from Catalyst prediction with 721,799 reactions and 888 catalyst types from USPTO. The task is: Predict which catalyst facilitates the given reaction. (1) Reactant: C([O:5][C:6]([N:8]1[CH2:15][CH:14]2[CH:10]([CH2:11][N:12]([CH2:16][C:17]3[S:25][C:24]4[C:23]([N:26]5[CH2:31][CH2:30][O:29][CH2:28][CH2:27]5)=[N:22][C:21]([Cl:32])=[N:20][C:19]=4[CH:18]=3)[CH2:13]2)[CH2:9]1)=O)(C)(C)C.C(O)(C(F)(F)F)=O.[CH2:40]([N:42](CC)[CH2:43]C)C.CN(C)C(Cl)=O. Product: [CH3:40][N:42]([CH3:43])[C:6]([N:8]1[CH2:15][CH:14]2[CH:10]([CH2:11][N:12]([CH2:16][C:17]3[S:25][C:24]4[C:23]([N:26]5[CH2:27][CH2:28][O:29][CH2:30][CH2:31]5)=[N:22][C:21]([Cl:32])=[N:20][C:19]=4[CH:18]=3)[CH2:13]2)[CH2:9]1)=[O:5]. The catalyst class is: 2. (2) Reactant: [C:1]1([C:7]2[S:11][C:10]([C:12]3[C:21]4[C:16](=[CH:17][CH:18]=[CH:19][CH:20]=4)[CH:15]=[C:14]([OH:22])[CH:13]=3)=[CH:9][CH:8]=2)[CH:6]=[CH:5][CH:4]=[CH:3][CH:2]=1.[F:23][C:24]1[CH:29]=[CH:28][CH:27]=[CH:26][C:25]=1[C:30]([C:34]1[CH:39]=[CH:38][C:37]([N:40]2[CH2:44][CH2:43][CH2:42][CH2:41]2)=[CH:36][CH:35]=1)(O)[C:31]#[CH:32]. Product: [F:23][C:24]1[CH:29]=[CH:28][CH:27]=[CH:26][C:25]=1[C:30]1([C:34]2[CH:35]=[CH:36][C:37]([N:40]3[CH2:44][CH2:43][CH2:42][CH2:41]3)=[CH:38][CH:39]=2)[O:22][C:14]2[CH:13]=[C:12]([C:10]3[S:11][C:7]([C:1]4[CH:6]=[CH:5][CH:4]=[CH:3][CH:2]=4)=[CH:8][CH:9]=3)[C:21]3[C:16]([C:15]=2[CH:32]=[CH:31]1)=[CH:17][CH:18]=[CH:19][CH:20]=3. The catalyst class is: 11. (3) Reactant: [Br:1][C:2]1[CH:3]=[C:4]2[NH:10][CH2:9][C:8]([CH3:12])([CH3:11])[C:5]2=[N:6][CH:7]=1.Cl[C:14]1[C:23]2[C:18](=[CH:19][C:20]([F:24])=[CH:21][CH:22]=2)[N:17]=[C:16]([C:25]2[C:26]([CH3:31])=[N:27][CH:28]=[CH:29][CH:30]=2)[C:15]=1[CH3:32].Cl.O1CCOCC1. Product: [Br:1][C:2]1[CH:3]=[C:4]2[N:10]([C:14]3[C:23]4[C:18](=[CH:19][C:20]([F:24])=[CH:21][CH:22]=4)[N:17]=[C:16]([C:25]4[C:26]([CH3:31])=[N:27][CH:28]=[CH:29][CH:30]=4)[C:15]=3[CH3:32])[CH2:9][C:8]([CH3:12])([CH3:11])[C:5]2=[N:6][CH:7]=1. The catalyst class is: 37. (4) Reactant: CS(Cl)(=O)=O.[CH3:6][C:7]1[CH:8]=[C:9]([NH:13][C:14]2[S:15][C:16]([CH2:25]O)=[C:17]([C:19]3[CH:24]=[CH:23][N:22]=[CH:21][CH:20]=3)[N:18]=2)[CH:10]=[CH:11][CH:12]=1.C[CH2:28][N:29](C(C)C)[CH:30](C)C. Product: [CH3:28][N:29]([CH2:25][C:16]1[S:15][C:14]([NH:13][C:9]2[CH:10]=[CH:11][CH:12]=[C:7]([CH3:6])[CH:8]=2)=[N:18][C:17]=1[C:19]1[CH:24]=[CH:23][N:22]=[CH:21][CH:20]=1)[CH3:30]. The catalyst class is: 2. (5) Reactant: [C:1]([O:5][C:6](=[O:17])[NH:7][CH2:8][C:9]1[CH:14]=[CH:13][C:12]([CH:15]=O)=[CH:11][CH:10]=1)([CH3:4])([CH3:3])[CH3:2].[CH2:18]([O:25][C:26](=[O:33])[NH:27][CH2:28][CH2:29][CH2:30][CH2:31][NH2:32])[C:19]1[CH:24]=[CH:23][CH:22]=[CH:21][CH:20]=1.C(OC)(OC)OC.[BH4-].[Na+]. The catalyst class is: 5. Product: [CH2:18]([O:25][C:26](=[O:33])[NH:27][CH2:28][CH2:29][CH2:30][CH2:31][NH:32][CH2:15][C:12]1[CH:13]=[CH:14][C:9]([CH2:8][NH:7][C:6]([O:5][C:1]([CH3:4])([CH3:3])[CH3:2])=[O:17])=[CH:10][CH:11]=1)[C:19]1[CH:24]=[CH:23][CH:22]=[CH:21][CH:20]=1. (6) Reactant: [NH2:1][C:2]1[N:7]=[C:6]([N:8]2[CH2:32][CH2:31][C:11]3([CH2:15][N:14]([C:16]([O:18][CH2:19][C:20]4[CH:25]=[CH:24][CH:23]=[CH:22][CH:21]=4)=[O:17])[C@H:13]([C:26]([O:28][CH2:29][CH3:30])=[O:27])[CH2:12]3)[CH2:10][CH2:9]2)[CH:5]=[C:4]([O:33][C@H:34]([C:39]2[CH:44]=[CH:43][C:42]([C:45]3[CH2:46][CH2:47][NH:48][CH2:49][CH:50]=3)=[CH:41][C:40]=2[N:51]2[CH:55]=[CH:54][C:53]([CH3:56])=[N:52]2)[C:35]([F:38])([F:37])[F:36])[N:3]=1.[CH3:57][S:58](Cl)(=[O:60])=[O:59].C(N(CC)CC)C. Product: [NH2:1][C:2]1[N:7]=[C:6]([N:8]2[CH2:9][CH2:10][C:11]3([CH2:15][N:14]([C:16]([O:18][CH2:19][C:20]4[CH:25]=[CH:24][CH:23]=[CH:22][CH:21]=4)=[O:17])[C@H:13]([C:26]([O:28][CH2:29][CH3:30])=[O:27])[CH2:12]3)[CH2:31][CH2:32]2)[CH:5]=[C:4]([O:33][C@H:34]([C:39]2[CH:44]=[CH:43][C:42]([C:45]3[CH2:46][CH2:47][N:48]([S:58]([CH3:57])(=[O:60])=[O:59])[CH2:49][CH:50]=3)=[CH:41][C:40]=2[N:51]2[CH:55]=[CH:54][C:53]([CH3:56])=[N:52]2)[C:35]([F:37])([F:36])[F:38])[N:3]=1. The catalyst class is: 2. (7) Reactant: [CH3:1][O:2][C:3]1[CH:11]=[C:10]2[C:6]([CH2:7][CH2:8][C:9]2=[O:12])=[CH:5][CH:4]=1.[N:13](OCCC(C)C)=[O:14].Cl. Product: [OH:14]/[N:13]=[C:8]1/[C:9](=[O:12])[C:10]2[C:6]([CH2:7]/1)=[CH:5][CH:4]=[C:3]([O:2][CH3:1])[CH:11]=2. The catalyst class is: 5.